Dataset: Catalyst prediction with 721,799 reactions and 888 catalyst types from USPTO. Task: Predict which catalyst facilitates the given reaction. (1) Reactant: [CH2:1]1[CH:9]2[CH:4]([C:5](=[O:10])[CH2:6][CH2:7][CH2:8]2)[CH2:3][CH2:2]1.[Li+].CC([N-]C(C)C)C.[CH3:19][Si:20](Cl)([CH3:22])[CH3:21]. Product: [CH2:1]1[CH:9]2[CH:4]([C:5]([O:10][Si:20]([CH3:22])([CH3:21])[CH3:19])=[CH:6][CH2:7][CH2:8]2)[CH2:3][CH2:2]1. The catalyst class is: 1. (2) Reactant: [O:1]=[C:2]1[C:6](=[CH:7][C:8]2[O:12][C:11]([C:13]3[CH:21]=[CH:20][C:16]([C:17]([OH:19])=O)=[CH:15][CH:14]=3)=[CH:10][CH:9]=2)[S:5][C:4](=[S:22])[NH:3]1.[CH3:23][N:24]1[CH2:29][CH2:28][NH:27][CH2:26][CH2:25]1.C1C=CC2N(O)N=NC=2C=1.CCN=C=NCCCN(C)C.CCN(C(C)C)C(C)C. Product: [CH3:23][N:24]1[CH2:29][CH2:28][N:27]([C:17]([C:16]2[CH:15]=[CH:14][C:13]([C:11]3[O:12][C:8]([CH:7]=[C:6]4[S:5][C:4](=[S:22])[NH:3][C:2]4=[O:1])=[CH:9][CH:10]=3)=[CH:21][CH:20]=2)=[O:19])[CH2:26][CH2:25]1. The catalyst class is: 18. (3) Reactant: [F:1][C:2]1[CH:7]=[C:6]([CH3:8])[C:5]([S:9][CH2:10][C:11]([F:14])([F:13])[F:12])=[CH:4][C:3]=1[N:15]1[C:19]([C:20](O)=[O:21])=[CH:18][C:17]([O:23][CH2:24][C:25]([F:31])([F:30])[C:26]([F:29])([F:28])[F:27])=[N:16]1.C(Cl)(=O)C(Cl)=O.CN(C)C=O. Product: [F:1][C:2]1[CH:7]=[C:6]([CH3:8])[C:5]([S:9][CH2:10][C:11]([F:13])([F:12])[F:14])=[CH:4][C:3]=1[N:15]1[C:19]([CH2:20][OH:21])=[CH:18][C:17]([O:23][CH2:24][C:25]([F:30])([F:31])[C:26]([F:27])([F:28])[F:29])=[N:16]1. The catalyst class is: 4. (4) Reactant: [CH3:1][O:2][CH2:3][CH2:4][CH2:5][CH2:6][CH2:7][CH:8]1[CH2:17][CH2:16][C:15]2[CH:14]=[C:13]([C@@H:18]3[CH2:27][CH2:26][C@@:20]4([NH:24]C(=O)[O:22][CH2:21]4)[CH2:19]3)[CH:12]=[CH:11][C:10]=2[CH2:9]1.[OH-].[Na+]. Product: [NH2:24][C@:20]1([CH2:21][OH:22])[CH2:26][CH2:27][C@@H:18]([C:13]2[CH:12]=[CH:11][C:10]3[CH2:9][CH:8]([CH2:7][CH2:6][CH2:5][CH2:4][CH2:3][O:2][CH3:1])[CH2:17][CH2:16][C:15]=3[CH:14]=2)[CH2:19]1. The catalyst class is: 225. (5) Reactant: [OH-].[Na+].O.CC[O:6][C:7]([C@@H:9]([NH:18][C@H:19]([C:21]([N:23]1[C@H:31]([C:32]([OH:34])=[O:33])[CH2:30][C@@H:29]2[C@@H:24]1[CH2:25][CH2:26][CH2:27][CH2:28]2)=[O:22])[CH3:20])[CH2:10][CH2:11][C:12]1[CH:13]=[CH:14][CH:15]=[CH:16][CH:17]=1)=[O:8].C(O)CCC. Product: [CH3:20][C@H:19]([NH:18][C@H:9]([C:7]([OH:8])=[O:6])[CH2:10][CH2:11][C:12]1[CH:13]=[CH:14][CH:15]=[CH:16][CH:17]=1)[C:21]([N:23]1[C@H:31]([C:32]([OH:34])=[O:33])[CH2:30][C@@H:29]2[C@@H:24]1[CH2:25][CH2:26][CH2:27][CH2:28]2)=[O:22]. The catalyst class is: 8. (6) Reactant: [C:1]([CH:6]=P(C1C=CC=CC=1)(C1C=CC=CC=1)C1C=CC=CC=1)([O:3][CH2:4][CH3:5])=[O:2].[F:26][C:27]([F:37])([F:36])[C:28]1[CH:35]=[CH:34][C:31]([CH:32]=O)=[CH:30][CH:29]=1. Product: [F:26][C:27]([F:37])([F:36])[C:28]1[CH:35]=[CH:34][C:31](/[CH:32]=[CH:6]/[C:1]([O:3][CH2:4][CH3:5])=[O:2])=[CH:30][CH:29]=1. The catalyst class is: 2. (7) Reactant: [Cl-].O[NH3+:3].[C:4](=[O:7])([O-])[OH:5].[Na+].CS(C)=O.[CH2:13]([C:17]1[N:18]=[C:19]([CH3:39])[NH:20][C:21](=[O:38])[C:22]=1[CH2:23][C:24]1[CH:29]=[CH:28][C:27]([C:30]2[C:31]([C:36]#[N:37])=[CH:32][CH:33]=[CH:34][CH:35]=2)=[CH:26][CH:25]=1)[CH2:14][CH2:15][CH3:16]. Product: [CH2:13]([C:17]1[N:18]=[C:19]([CH3:39])[NH:20][C:21](=[O:38])[C:22]=1[CH2:23][C:24]1[CH:29]=[CH:28][C:27]([C:30]2[CH:35]=[CH:34][CH:33]=[CH:32][C:31]=2[C:36]2[NH:3][C:4](=[O:7])[O:5][N:37]=2)=[CH:26][CH:25]=1)[CH2:14][CH2:15][CH3:16]. The catalyst class is: 69. (8) Reactant: F[C:2]1[CH:16]=[CH:15][C:5]2[C:6](=[O:14])[NH:7][C:8]3[C:13]([C:4]=2[CH:3]=1)=[CH:12][CH:11]=[CH:10][N:9]=3.F[C:18]1[CH:19]=[C:20]([OH:24])[CH:21]=[CH:22][CH:23]=1.[C:25](=O)([O-])[O-:26].[K+].[K+]. Product: [CH3:25][O:26][C:18]1[CH:19]=[C:20]([CH:21]=[CH:22][CH:23]=1)[O:24][C:2]1[CH:16]=[CH:15][C:5]2[C:6](=[O:14])[NH:7][C:8]3[C:13]([C:4]=2[CH:3]=1)=[CH:12][CH:11]=[CH:10][N:9]=3. The catalyst class is: 3.